Task: Predict the product of the given reaction.. Dataset: Forward reaction prediction with 1.9M reactions from USPTO patents (1976-2016) (1) Given the reactants CC(=[N:4][OH:5])C.[CH3:6][C:7]([O-])([CH3:9])[CH3:8].[K+].[Cl:12][C:13]1[CH:14]=[C:15]([N:24]2[C:32]3[C:27](=[CH:28][C:29]([C:34]#[N:35])=[C:30](F)[CH:31]=3)[C:26]([CH3:36])=[N:25]2)[CH:16]=[N:17][C:18]=1OCC(C)C.[OH2:37], predict the reaction product. The product is: [Cl:12][C:13]1[CH:14]=[C:15]([N:24]2[C:32]3[C:27](=[CH:28][C:29]4[C:34]([NH2:35])=[N:4][O:5][C:30]=4[CH:31]=3)[C:26]([CH3:36])=[N:25]2)[CH:16]=[N:17][C:18]=1[O:37][CH2:6][CH:7]([CH3:9])[CH3:8]. (2) Given the reactants [CH3:1][C:2]1[C:6]([CH2:7][CH2:8][C:9](=[O:17])[NH:10][C:11]2[CH:16]=[CH:15][CH:14]=[CH:13][CH:12]=2)=[C:5]([C:18]2[CH:23]=[CH:22][C:21]([C:24]3[CH:29]=[CH:28][C:27]([C:30]4([C:33]([OH:35])=[O:34])[CH2:32][CH2:31]4)=[CH:26][CH:25]=3)=[CH:20][CH:19]=2)[O:4][N:3]=1.I[CH3:37], predict the reaction product. The product is: [CH3:1][C:2]1[C:6]([CH2:7][CH2:8][C:9](=[O:17])[N:10]([CH3:37])[C:11]2[CH:12]=[CH:13][CH:14]=[CH:15][CH:16]=2)=[C:5]([C:18]2[CH:23]=[CH:22][C:21]([C:24]3[CH:25]=[CH:26][C:27]([C:30]4([C:33]([OH:35])=[O:34])[CH2:32][CH2:31]4)=[CH:28][CH:29]=3)=[CH:20][CH:19]=2)[O:4][N:3]=1. (3) The product is: [CH3:29][C:30]1([CH3:42])[O:34][C@@H:33]([C:35]2[N:36]=[CH:37][C:38]([NH:41][C:5](=[O:6])[C@@H:4]([N:8]3[CH2:16][C:15]4[C:10](=[CH:11][CH:12]=[CH:13][C:14]=4[C:17]([F:20])([F:19])[F:18])[C:9]3=[O:21])[CH2:3][CH:2]([CH3:22])[CH3:1])=[N:39][CH:40]=2)[CH2:32][O:31]1. Given the reactants [CH3:1][CH:2]([CH3:22])[CH2:3][C@H:4]([N:8]1[CH2:16][C:15]2[C:10](=[CH:11][CH:12]=[CH:13][C:14]=2[C:17]([F:20])([F:19])[F:18])[C:9]1=[O:21])[C:5](O)=[O:6].C(Cl)(=O)C(Cl)=O.[CH3:29][C:30]1([CH3:42])[O:34][C@@H:33]([C:35]2[N:36]=[CH:37][C:38]([NH2:41])=[N:39][CH:40]=2)[CH2:32][O:31]1.N1C(C)=CC=CC=1C, predict the reaction product. (4) Given the reactants C(C(CCCC)C[C:19]1[CH:24]=[C:23]([C:19]2[CH:24]=[CH:23][C:22](CC(CC)CCCC)=[C:21](CC(CC)CCCC)[CH:20]=2)[CH:22]=[CH:21][C:20]=1CC(CC)CCCC)C.Br[C:46]1[CH:51]=[CH:50][C:49]([O:52][CH2:53][CH3:54])=[C:48]([O:55][CH2:56][CH3:57])[CH:47]=1, predict the reaction product. The product is: [CH2:56]([O:55][C:48]1[CH:47]=[C:46]([C:19]2[CH:24]=[CH:23][C:22]([O:52][CH2:49][CH3:48])=[C:21]([O:55][CH2:56][CH3:57])[CH:20]=2)[CH:51]=[CH:50][C:49]=1[O:52][CH2:53][CH3:54])[CH3:57].